Predict the product of the given reaction. From a dataset of Forward reaction prediction with 1.9M reactions from USPTO patents (1976-2016). (1) Given the reactants F[C:2]1[CH:7]=[CH:6][C:5]([N+:8]([O-:10])=[O:9])=[CH:4][CH:3]=1.Cl.[NH:12]1[CH2:17][CH2:16][O:15][CH2:14][C@H:13]1[CH2:18][OH:19].C(=O)([O-])[O-].[K+].[K+], predict the reaction product. The product is: [N+:8]([C:5]1[CH:6]=[CH:7][C:2]([N:12]2[CH2:17][CH2:16][O:15][CH2:14][C@H:13]2[CH2:18][OH:19])=[CH:3][CH:4]=1)([O-:10])=[O:9]. (2) Given the reactants [N:1]([C@H:4]1[CH2:9][CH2:8][CH2:7][CH2:6][C@H:5]1[N:10]1[CH2:14][CH2:13][C@@H:12]([NH:15]C(=O)OC(C)(C)C)[CH2:11]1)=[N+:2]=[N-:3], predict the reaction product. The product is: [N:1]([C@H:4]1[CH2:9][CH2:8][CH2:7][CH2:6][C@H:5]1[N:10]1[CH2:14][CH2:13][C@@H:12]([NH2:15])[CH2:11]1)=[N+:2]=[N-:3]. (3) Given the reactants [CH3:1][C:2]1[N:6]([CH2:7][C:8]2[C:17]3[C:12](=[CH:13][CH:14]=[CH:15][CH:16]=3)[CH:11]=[CH:10][CH:9]=2)[C:5]2[CH:18]=[C:19]([N:23]3[CH2:28][CH2:27][O:26][CH2:25][CH2:24]3)[CH:20]=[C:21]([NH2:22])[C:4]=2[N:3]=1.CCN(CC)CC.[CH3:36][S:37](Cl)(=[O:39])=[O:38], predict the reaction product. The product is: [CH3:1][C:2]1[N:6]([CH2:7][C:8]2[C:17]3[C:12](=[CH:13][CH:14]=[CH:15][CH:16]=3)[CH:11]=[CH:10][CH:9]=2)[C:5]2[CH:18]=[C:19]([N:23]3[CH2:28][CH2:27][O:26][CH2:25][CH2:24]3)[CH:20]=[C:21]([NH:22][S:37]([CH3:36])(=[O:39])=[O:38])[C:4]=2[N:3]=1. (4) The product is: [Cl:29][C:30]1[CH:35]=[CH:34][CH:33]=[C:32]([Cl:36])[C:31]=1[NH:37][C:38]([N:1]1[C:9]2[C:4](=[CH:5][C:6]([NH:10][C:11]([C:13]3[O:17][C:16]([N:18]4[CH2:23][CH2:22][CH2:21][CH:20]([CH3:24])[CH2:19]4)=[N:15][C:14]=3[C:25]([F:27])([F:28])[F:26])=[O:12])=[CH:7][CH:8]=2)[CH:3]=[CH:2]1)=[O:39]. Given the reactants [NH:1]1[C:9]2[C:4](=[CH:5][C:6]([NH:10][C:11]([C:13]3[O:17][C:16]([N:18]4[CH2:23][CH2:22][CH2:21][CH:20]([CH3:24])[CH2:19]4)=[N:15][C:14]=3[C:25]([F:28])([F:27])[F:26])=[O:12])=[CH:7][CH:8]=2)[CH:3]=[CH:2]1.[Cl:29][C:30]1[CH:35]=[CH:34][CH:33]=[C:32]([Cl:36])[C:31]=1[N:37]=[C:38]=[O:39].C(=O)([O-])[O-].[K+].[K+], predict the reaction product. (5) The product is: [NH:28]([C:64]([O:66][C:67]([CH3:70])([CH3:69])[CH3:68])=[O:65])[C@H:29]([C:45]([NH:47][C@H:48]([C:61]([NH:1][C@H:2]([C:13]([NH:15][CH2:16][CH2:17][CH2:18][CH2:19][NH:20][C:21]([O:23][C:24]([CH3:27])([CH3:26])[CH3:25])=[O:22])=[O:14])[CH2:3][C:4]1[C:12]2[C:7](=[CH:8][CH:9]=[CH:10][CH:11]=2)[NH:6][CH:5]=1)=[O:62])[CH2:49][CH2:50][CH2:51][CH2:52][NH:53][C:54]([O:56][C:57]([CH3:60])([CH3:59])[CH3:58])=[O:55])=[O:46])[CH2:30][C:31]1[CH:36]=[CH:35][C:34]([O:37][CH2:38][C:39]2[CH:44]=[CH:43][CH:42]=[CH:41][CH:40]=2)=[CH:33][CH:32]=1. Given the reactants [NH2:1][C@H:2]([C:13]([NH:15][CH2:16][CH2:17][CH2:18][CH2:19][NH:20][C:21]([O:23][C:24]([CH3:27])([CH3:26])[CH3:25])=[O:22])=[O:14])[CH2:3][C:4]1[C:12]2[C:7](=[CH:8][CH:9]=[CH:10][CH:11]=2)[NH:6][CH:5]=1.[NH:28]([C:64]([O:66][C:67]([CH3:70])([CH3:69])[CH3:68])=[O:65])[C@H:29]([C:45]([NH:47][C@H:48]([C:61](O)=[O:62])[CH2:49][CH2:50][CH2:51][CH2:52][NH:53][C:54]([O:56][C:57]([CH3:60])([CH3:59])[CH3:58])=[O:55])=[O:46])[CH2:30][C:31]1[CH:36]=[CH:35][C:34]([O:37][CH2:38][C:39]2[CH:44]=[CH:43][CH:42]=[CH:41][CH:40]=2)=[CH:33][CH:32]=1.C(Cl)CCl.C1C=CC2N(O)N=NC=2C=1, predict the reaction product. (6) Given the reactants [CH3:1][O:2][C:3]1[CH:8]=[CH:7][C:6]([N:9]2[CH2:14][CH2:13][N:12]([C:15]3[S:16][C:17]([C:26]([O:28]CC)=[O:27])=[C:18]([C:20]4[CH:25]=[CH:24][CH:23]=[CH:22][CH:21]=4)[N:19]=3)[CH2:11][CH2:10]2)=[CH:5][CH:4]=1.[OH-].[Li+], predict the reaction product. The product is: [CH3:1][O:2][C:3]1[CH:8]=[CH:7][C:6]([N:9]2[CH2:10][CH2:11][N:12]([C:15]3[S:16][C:17]([C:26]([OH:28])=[O:27])=[C:18]([C:20]4[CH:25]=[CH:24][CH:23]=[CH:22][CH:21]=4)[N:19]=3)[CH2:13][CH2:14]2)=[CH:5][CH:4]=1. (7) Given the reactants [Cl:1][C:2]1[N:7]=[C:6]([NH:8][CH2:9][C:10]2[N:14]3[N:15]=[C:16]([C:19]4[CH:24]=[CH:23][CH:22]=[CH:21][CH:20]=4)[CH:17]=[CH:18][C:13]3=[N:12][N:11]=2)[CH:5]=[CH:4][N:3]=1.[NH2:25][C:26]1[CH:31]=[CH:30][CH:29]=[CH:28][CH:27]=1, predict the reaction product. The product is: [ClH:1].[C:26]1([NH:25][C:2]2[N:7]=[C:6]([NH:8][CH2:9][C:10]3[N:14]4[N:15]=[C:16]([C:19]5[CH:24]=[CH:23][CH:22]=[CH:21][CH:20]=5)[CH:17]=[CH:18][C:13]4=[N:12][N:11]=3)[CH:5]=[CH:4][N:3]=2)[CH:31]=[CH:30][CH:29]=[CH:28][CH:27]=1. (8) Given the reactants [CH3:1][O:2][C:3]1[CH:8]=[CH:7][C:6]([C:9]2[O:18][C:12]3[NH:13][C:14](=[O:17])[N:15]=[CH:16][C:11]=3[C:10]=2[C:19]2[CH:24]=[C:23]([O:25][CH3:26])[C:22]([O:27][CH3:28])=[C:21]([O:29][CH3:30])[CH:20]=2)=[CH:5][C:4]=1[O:31]COCCOC, predict the reaction product. The product is: [OH:31][C:4]1[CH:5]=[C:6]([C:9]2[O:18][C:12]3[NH:13][C:14](=[O:17])[N:15]=[CH:16][C:11]=3[C:10]=2[C:19]2[CH:24]=[C:23]([O:25][CH3:26])[C:22]([O:27][CH3:28])=[C:21]([O:29][CH3:30])[CH:20]=2)[CH:7]=[CH:8][C:3]=1[O:2][CH3:1].